Dataset: Reaction yield outcomes from USPTO patents with 853,638 reactions. Task: Predict the reaction yield, written as a fraction of the theoretical maximum amount of product (1.0 means a 100% yield; for example, 0.34 means a 34% yield). (1) The reactants are [Br:1][C:2]1[C:3]([C:16](=[S:18])[NH2:17])=[CH:4][C:5]([NH:8][C:9](=[O:15])[O:10][C:11]([CH3:14])([CH3:13])[CH3:12])=[N:6][CH:7]=1.C(=O)(O)[O-].[Na+].[F:24][C:25]([F:31])([F:30])[C:26]([CH2:28]Br)=[O:27]. The catalyst is O1CCCC1. The product is [Br:1][C:2]1[C:3]([C:16]2[S:18][CH2:28][C:26]([OH:27])([C:25]([F:31])([F:30])[F:24])[N:17]=2)=[CH:4][C:5]([NH:8][C:9](=[O:15])[O:10][C:11]([CH3:13])([CH3:14])[CH3:12])=[N:6][CH:7]=1. The yield is 0.850. (2) The reactants are I[C:2]1[CH:3]=[C:4]([C:8]2[N:13]=[C:12]([C:14]([NH2:16])=[O:15])[CH:11]=[C:10]([O:17][CH:18]3[CH2:21][O:20][CH2:19]3)[N:9]=2)[CH:5]=[CH:6][CH:7]=1.[C:22]([C@:24]1([OH:31])[CH2:28][CH2:27][N:26]([CH3:29])[C:25]1=[O:30])#[CH:23]. No catalyst specified. The product is [OH:31][C@@:24]1([C:22]#[C:23][C:2]2[CH:3]=[C:4]([C:8]3[N:13]=[C:12]([C:14]([NH2:16])=[O:15])[CH:11]=[C:10]([O:17][CH:18]4[CH2:21][O:20][CH2:19]4)[N:9]=3)[CH:5]=[CH:6][CH:7]=2)[CH2:28][CH2:27][N:26]([CH3:29])[C:25]1=[O:30]. The yield is 0.350. (3) The reactants are Cl[CH2:2][C:3]1[C:12]2[C:7](=[CH:8][C:9]([OH:13])=[CH:10][CH:11]=2)[O:6][C:5](=[O:14])[CH:4]=1.S(=O)(=O)(O)[OH:16]. The catalyst is [OH-].[Na+]. The product is [OH:13][C:9]1[CH:10]=[CH:11][C:12]2[C:3]([CH2:4][C:5]([OH:14])=[O:16])=[CH:2][O:6][C:7]=2[CH:8]=1. The yield is 0.830. (4) The reactants are B(Br)(Br)Br.C[O:6][C:7]1[CH:8]=[C:9]([C:15]([C@@H:17]2[C@:26]3([CH3:27])[C@H:21]([C:22]([CH3:29])([CH3:28])[CH2:23][CH2:24][CH2:25]3)[CH2:20][C@@H:19]([CH2:30][NH:31][C:32](=[O:34])[CH3:33])[C@H:18]2[CH3:35])=[O:16])[CH:10]=[C:11]([O:13]C)[CH:12]=1.CO. The catalyst is C(Cl)Cl. The product is [OH:6][C:7]1[CH:8]=[C:9]([C:15]([C@@H:17]2[C@:26]3([CH3:27])[C@H:21]([C:22]([CH3:28])([CH3:29])[CH2:23][CH2:24][CH2:25]3)[CH2:20][C@@H:19]([CH2:30][NH:31][C:32](=[O:34])[CH3:33])[C@H:18]2[CH3:35])=[O:16])[CH:10]=[C:11]([OH:13])[CH:12]=1. The yield is 0.910.